Predict the product of the given reaction. From a dataset of Forward reaction prediction with 1.9M reactions from USPTO patents (1976-2016). (1) Given the reactants [CH2:1]([O:8][C:9]1[CH:10]=[C:11]([CH2:15][NH2:16])[CH:12]=[CH:13][CH:14]=1)[C:2]1[CH:7]=[CH:6][CH:5]=[CH:4][CH:3]=1.[CH2:17]([O:19][C:20](=[O:23])[CH2:21]Br)[CH3:18].C([O-])(O)=O.[Na+].C(N(CC)CC)C, predict the reaction product. The product is: [CH2:17]([O:19][C:20](=[O:23])[CH2:21][NH:16][CH2:15][C:11]1[CH:12]=[CH:13][CH:14]=[C:9]([O:8][CH2:1][C:2]2[CH:3]=[CH:4][CH:5]=[CH:6][CH:7]=2)[CH:10]=1)[CH3:18]. (2) Given the reactants [NH2:1][C:2]1[N:6]([C:7]2[CH:15]=[C:14]3[C:10]([CH2:11][CH2:12][C:13]3=[O:16])=[CH:9][CH:8]=2)[N:5]=[C:4]([C:17]([CH3:20])([CH3:19])[CH3:18])[CH:3]=1.[Cl:21][C:22]1[CH:27]=[CH:26][CH:25]=[C:24]([N:28]=[C:29]=[O:30])[C:23]=1[Cl:31].O, predict the reaction product. The product is: [C:17]([C:4]1[CH:3]=[C:2]([NH:1][C:29]([NH:28][C:24]2[CH:25]=[CH:26][CH:27]=[C:22]([Cl:21])[C:23]=2[Cl:31])=[O:30])[N:6]([C:7]2[CH:15]=[C:14]3[C:10](=[CH:9][CH:8]=2)[CH2:11][CH2:12][C:13]3=[O:16])[N:5]=1)([CH3:20])([CH3:19])[CH3:18]. (3) Given the reactants [CH2:1]([N:3]1[C:7]2=[N:8][C:9]([CH:26]([CH3:28])[CH3:27])=[C:10](/[CH:19]=[CH:20]/[C:21]([O:23][CH2:24][CH3:25])=[O:22])[C:11]([C:12]3[CH:13]=[N:14][CH:15]=[C:16]([CH3:18])[CH:17]=3)=[C:6]2[CH:5]=[N:4]1)[CH3:2], predict the reaction product. The product is: [CH2:1]([N:3]1[C:7]2=[N:8][C:9]([CH:26]([CH3:28])[CH3:27])=[C:10]([CH2:19][CH2:20][C:21]([O:23][CH2:24][CH3:25])=[O:22])[C:11]([C:12]3[CH:13]=[N:14][CH:15]=[C:16]([CH3:18])[CH:17]=3)=[C:6]2[CH:5]=[N:4]1)[CH3:2]. (4) Given the reactants [NH2:1][C:2]1[CH:13]=[CH:12][C:5]2=[CH:6][CH:7]=[CH:8][C:9](=[O:11])[N:10]=[C:4]2[CH:3]=1.C(N(CC)CC)C.[C:21](O[C:21]([O:23][C:24]([CH3:27])([CH3:26])[CH3:25])=[O:22])([O:23][C:24]([CH3:27])([CH3:26])[CH3:25])=[O:22], predict the reaction product. The product is: [C:24]([O:23][C:21](=[O:22])[NH:1][C:2]1[CH:13]=[CH:12][C:5]2[CH2:6][CH2:7][CH2:8][C:9](=[O:11])[NH:10][C:4]=2[CH:3]=1)([CH3:27])([CH3:26])[CH3:25]. (5) Given the reactants [F:1][CH:2]([F:23])[C:3]1[O:4][C:5]([C:15]2[CH:20]=[CH:19][C:18]([O:21][CH3:22])=[CH:17][CH:16]=2)=[C:6]([C:8]2[CH:13]=[CH:12][C:11]([OH:14])=[CH:10][CH:9]=2)[N:7]=1.[C:24]([O:28][C:29]([NH:31][CH2:32][CH2:33]O)=[O:30])([CH3:27])([CH3:26])[CH3:25].N(C(OCC)=O)=NC(OCC)=O.C1(P(C2C=CC=CC=2)C2C=CC=CC=2)C=CC=CC=1, predict the reaction product. The product is: [F:23][CH:2]([F:1])[C:3]1[O:4][C:5]([C:15]2[CH:20]=[CH:19][C:18]([O:21][CH3:22])=[CH:17][CH:16]=2)=[C:6]([C:8]2[CH:9]=[CH:10][C:11]([O:14][CH2:33][CH2:32][NH:31][C:29](=[O:30])[O:28][C:24]([CH3:27])([CH3:26])[CH3:25])=[CH:12][CH:13]=2)[N:7]=1. (6) Given the reactants [C:1]([C:3]1[C:4]([N:18]2[CH2:21][CH:20]([C:22](O)=[O:23])[CH2:19]2)=[N:5][C:6]([C:14]([F:17])([F:16])[F:15])=[C:7]([C:9]([O:11][CH2:12][CH3:13])=[O:10])[CH:8]=1)#[N:2].[F:25][C:26]1[CH:31]=[CH:30][C:29]([CH2:32][S:33]([NH2:36])(=[O:35])=[O:34])=[CH:28][C:27]=1[CH3:37], predict the reaction product. The product is: [C:1]([C:3]1[C:4]([N:18]2[CH2:19][CH:20]([C:22](=[O:23])[NH:36][S:33]([CH2:32][C:29]3[CH:30]=[CH:31][C:26]([F:25])=[C:27]([CH3:37])[CH:28]=3)(=[O:35])=[O:34])[CH2:21]2)=[N:5][C:6]([C:14]([F:16])([F:17])[F:15])=[C:7]([CH:8]=1)[C:9]([O:11][CH2:12][CH3:13])=[O:10])#[N:2]. (7) Given the reactants C([O:8][CH2:9][C:10]([O:12][CH2:13][C:14]([NH:16][CH2:17][CH2:18][CH2:19][CH2:20][CH2:21][CH2:22][NH:23][C:24]([CH2:26][O:27][C:28](=[O:38])[CH2:29][O:30]CC1C=CC=CC=1)=[O:25])=[O:15])=[O:11])C1C=CC=CC=1, predict the reaction product. The product is: [OH:8][CH2:9][C:10]([O:12][CH2:13][C:14]([NH:16][CH2:17][CH2:18][CH2:19][CH2:20][CH2:21][CH2:22][NH:23][C:24]([CH2:26][O:27][C:28](=[O:38])[CH2:29][OH:30])=[O:25])=[O:15])=[O:11]. (8) Given the reactants C(O[C:5](=[O:7])[CH3:6])(=O)C.[F:8][C:9]1[CH:14]=[CH:13][C:12]([C:15]([CH:17]2[CH2:22][CH2:21][NH:20][CH2:19][CH2:18]2)=[O:16])=[CH:11][CH:10]=1.C(N(CC)CC)C, predict the reaction product. The product is: [F:8][C:9]1[CH:10]=[CH:11][C:12]([C:15]([CH:17]2[CH2:22][CH2:21][N:20]([C:5](=[O:7])[CH3:6])[CH2:19][CH2:18]2)=[O:16])=[CH:13][CH:14]=1.